This data is from Forward reaction prediction with 1.9M reactions from USPTO patents (1976-2016). The task is: Predict the product of the given reaction. Given the reactants C(OC([N:8]1[CH2:13][CH2:12][CH:11]([C:14]2[CH:19]=[CH:18][C:17]([NH:20][C:21]3[N:26]=[CH:25][C:24]4=[CH:27][CH:28]=[C:29]([C:30]5[CH:35]=[CH:34][CH:33]=[C:32]([S:36](=[O:43])(=[O:42])[NH:37][C:38]([CH3:41])([CH3:40])[CH3:39])[CH:31]=5)[N:23]4[N:22]=3)=[CH:16][CH:15]=2)[CH2:10][CH2:9]1)=O)(C)(C)C.FC(F)(F)C(O)=O, predict the reaction product. The product is: [C:38]([NH:37][S:36]([C:32]1[CH:33]=[CH:34][CH:35]=[C:30]([C:29]2[N:23]3[C:24]([CH:25]=[N:26][C:21]([NH:20][C:17]4[CH:18]=[CH:19][C:14]([CH:11]5[CH2:10][CH2:9][NH:8][CH2:13][CH2:12]5)=[CH:15][CH:16]=4)=[N:22]3)=[CH:27][CH:28]=2)[CH:31]=1)(=[O:43])=[O:42])([CH3:41])([CH3:39])[CH3:40].